From a dataset of Forward reaction prediction with 1.9M reactions from USPTO patents (1976-2016). Predict the product of the given reaction. (1) Given the reactants [N:1]([O-])=O.[Na+].[F:5][C:6]1[CH:12]=[CH:11][C:10]([CH3:13])=[CH:9][C:7]=1[NH2:8].[Sn](Cl)Cl, predict the reaction product. The product is: [F:5][C:6]1[CH:12]=[CH:11][C:10]([CH3:13])=[CH:9][C:7]=1[NH:8][NH2:1]. (2) Given the reactants [NH2:1][C:2]1[N:7]=[CH:6][N:5]=[C:4]2[N:8]([CH2:12][C:13]3[O:14][C:15]4[C:20]([C:21](=[O:29])[C:22]=3[C:23]3[CH:28]=[CH:27][CH:26]=[CH:25][CH:24]=3)=[CH:19][CH:18]=[CH:17][CH:16]=4)[N:9]=[C:10](I)[C:3]=12.[NH:30]1[C:38]2[C:33](=[CH:34][CH:35]=[C:36](B3OC(C)(C)C(C)(C)O3)[CH:37]=2)[CH:32]=[N:31]1.C(=O)([O-])[O-].[Na+].[Na+].ClCCl, predict the reaction product. The product is: [NH2:1][C:2]1[N:7]=[CH:6][N:5]=[C:4]2[N:8]([CH2:12][C:13]3[O:14][C:15]4[C:20]([C:21](=[O:29])[C:22]=3[C:23]3[CH:28]=[CH:27][CH:26]=[CH:25][CH:24]=3)=[CH:19][CH:18]=[CH:17][CH:16]=4)[N:9]=[C:10]([C:36]3[CH:37]=[C:38]4[C:33]([CH:32]=[N:31][NH:30]4)=[CH:34][CH:35]=3)[C:3]=12. (3) Given the reactants [CH3:1][N:2]1[C:6]2=[N:7][CH:8]=[CH:9][CH:10]=[C:5]2[N:4]=[C:3]1S(C)(=O)=O.[CH3:15][CH:16]([N:18]1[C:26]2[C:21](=[N:22][CH:23]=[CH:24][CH:25]=2)[C:20]([C:27]2[C:32](O)=[CH:31][CH:30]=[CH:29][N:28]=2)=[N:19]1)[CH3:17].[H-].[Na+].[OH2:36], predict the reaction product. The product is: [CH3:15][CH:16]([N:18]1[C:26]2[C:21](=[N:22][CH:23]=[CH:24][CH:25]=2)[C:20]([C:27]2[CH:32]=[CH:31][C:30]([O:36][C:3]3[N:2]([CH3:1])[C:6]4=[N:7][CH:8]=[CH:9][CH:10]=[C:5]4[N:4]=3)=[CH:29][N:28]=2)=[N:19]1)[CH3:17]. (4) Given the reactants [Cl:1][C:2]1[CH:7]=[C:6]([CH:8]([C:10]2[C:15]([F:16])=[CH:14][CH:13]=[CH:12][C:11]=2[F:17])O)[C:5]([Cl:18])=[CH:4][N:3]=1.S(Cl)(Cl)=O.C(=O)(O)[O-].[Na+].[Cl:28][C:29]1[CH:34]=[CH:33][C:32]([S:35]([O-:37])=[O:36])=[CH:31][CH:30]=1.[Na+], predict the reaction product. The product is: [Cl:1][C:2]1[CH:7]=[C:6]([CH:8]([S:35]([C:32]2[CH:33]=[CH:34][C:29]([Cl:28])=[CH:30][CH:31]=2)(=[O:37])=[O:36])[C:10]2[C:15]([F:16])=[CH:14][CH:13]=[CH:12][C:11]=2[F:17])[C:5]([Cl:18])=[CH:4][N:3]=1. (5) Given the reactants [CH3:1][C:2]1[CH:11]=[C:10]2[C:5]([CH:6]=[CH:7][CH:8]=[N:9]2)=[CH:4][CH:3]=1.[BH4-].[Na+].Cl.[OH-].[NH4+], predict the reaction product. The product is: [CH3:1][C:2]1[CH:11]=[C:10]2[C:5]([CH2:6][CH2:7][CH2:8][NH:9]2)=[CH:4][CH:3]=1. (6) Given the reactants Cl[C:2](Cl)(Cl)[CH:3]([OH:5])O.Cl.[NH2:9][OH:10].S([O-])([O-])(=O)=O.[Na+].[Na+].[NH2:18][C:19]1[CH:24]=[CH:23][C:22]([CH3:25])=[CH:21][CH:20]=1, predict the reaction product. The product is: [OH:10][N:9]=[CH:2][C:3]([NH:18][C:19]1[CH:24]=[CH:23][C:22]([CH3:25])=[CH:21][CH:20]=1)=[O:5].